Dataset: Full USPTO retrosynthesis dataset with 1.9M reactions from patents (1976-2016). Task: Predict the reactants needed to synthesize the given product. (1) Given the product [CH3:14][C:13]1[N:9]([CH2:8][C:5]2[CH:6]=[CH:7][C:2]([NH:39][CH2:38][CH2:37][N:32]3[CH2:36][CH2:35][CH2:34][CH2:33]3)=[N:3][CH:4]=2)[N:10]=[C:11]([C:15]2[O:19][N:18]=[C:17]([C:20]3[CH:25]=[CH:24][C:23]([S:26]([F:31])([F:30])([F:29])([F:28])[F:27])=[CH:22][CH:21]=3)[N:16]=2)[CH:12]=1, predict the reactants needed to synthesize it. The reactants are: Cl[C:2]1[CH:7]=[CH:6][C:5]([CH2:8][N:9]2[C:13]([CH3:14])=[CH:12][C:11]([C:15]3[O:19][N:18]=[C:17]([C:20]4[CH:25]=[CH:24][C:23]([S:26]([F:31])([F:30])([F:29])([F:28])[F:27])=[CH:22][CH:21]=4)[N:16]=3)=[N:10]2)=[CH:4][N:3]=1.[N:32]1([CH2:37][CH2:38][NH2:39])[CH2:36][CH2:35][CH2:34][CH2:33]1. (2) Given the product [Br:26][C:15]1[CH:14]=[C:9]([C:10]([O:12][CH3:13])=[O:11])[C:8]2[NH:5][C:23]3[CH:22]=[CH:21][C:20]([CH:24]=[O:25])=[CH:19][C:18]=3[C:17]=2[N:16]=1, predict the reactants needed to synthesize it. The reactants are: ClCCCl.[N:5]([C:8]1[C:17]([C:18]2[CH:23]=[CH:22][CH:21]=[C:20]([CH:24]=[O:25])[CH:19]=2)=[N:16][C:15]([Br:26])=[CH:14][C:9]=1[C:10]([O:12][CH3:13])=[O:11])=[N+]=[N-]. (3) Given the product [Cl:2][C:3]1[CH:4]=[C:5]([C:9]2[O:10][C:11]3[CH2:16][CH2:15][N:14]([CH2:20][C:21]4[CH:26]=[CH:25][CH:24]=[CH:23][N:22]=4)[CH2:13][C:12]=3[N:17]=2)[CH:6]=[CH:7][CH:8]=1, predict the reactants needed to synthesize it. The reactants are: Cl.[Cl:2][C:3]1[CH:4]=[C:5]([C:9]2[O:10][C:11]3[CH2:16][CH2:15][NH:14][CH2:13][C:12]=3[N:17]=2)[CH:6]=[CH:7][CH:8]=1.Br.Br[CH2:20][C:21]1[CH:26]=[CH:25][CH:24]=[CH:23][N:22]=1.CCN(C(C)C)C(C)C. (4) Given the product [C:27]([CH:14]([CH2:13][CH2:12][CH2:11][CH2:10][CH2:9][CH2:8][CH2:7][CH2:6][CH2:5][CH2:4][CH2:3][CH2:2][CH3:1])[CH2:15][C:16]1[CH:21]=[CH:20][CH:19]=[CH:18][C:17]=1[OH:32])([CH3:30])([CH3:29])[CH3:28], predict the reactants needed to synthesize it. The reactants are: [CH2:1]=[CH:2][CH2:3]/[CH:4]=[CH:5]\[CH2:6]/[CH:7]=[CH:8]\[CH2:9][CH2:10][CH2:11][CH2:12][CH2:13][CH2:14][CH2:15][C:16]1[CH:21]=[C:20](O)[CH:19]=[CH:18][CH:17]=1.[Al+3].[Cl-].[Cl-].[Cl-].[C:27](Cl)([CH3:30])([CH3:29])[CH3:28].[OH2:32]. (5) Given the product [CH:26]1([O:9][C:5]2[CH:4]=[C:3]([CH2:1][NH2:2])[CH:8]=[CH:7][CH:6]=2)[CH2:27][CH2:28][CH2:23]1, predict the reactants needed to synthesize it. The reactants are: [C:1]([C:3]1[CH:4]=[C:5]([OH:9])[CH:6]=[CH:7][CH:8]=1)#[N:2].[C:27]1(P([C:23]2[CH:28]=[CH:27][CH:26]=CC=2)[C:27]2[CH:26]=CC=[CH:23][CH:28]=2)[CH:26]=CC=[CH:23][CH:28]=1.C1(O)CCC1.N(C(OCC)=O)=NC(OCC)=O. (6) Given the product [CH3:29][C:20]([CH3:30])([CH2:17][C:16]([C:11]1[CH:12]=[CH:13][CH:14]=[CH:15][N:10]=1)=[O:18])[C:21]([C:23]1[CH:28]=[CH:27][CH:26]=[CH:25][CH:24]=1)=[O:22], predict the reactants needed to synthesize it. The reactants are: [Mg].BrCC.C(NCC)C.[N:10]1[CH:15]=[CH:14][CH:13]=[CH:12][C:11]=1[C:16](=[O:18])[CH3:17].Br[C:20]([CH3:30])([CH3:29])[C:21]([C:23]1[CH:28]=[CH:27][CH:26]=[CH:25][CH:24]=1)=[O:22].OS(O)(=O)=O.CCN(CC)CC. (7) The reactants are: O.[OH-].[Li+].[CH3:4][O:5][C@H:6]1[CH2:10][N:9]([C:11]([O:13][C:14]([CH3:17])([CH3:16])[CH3:15])=[O:12])[C@@H:8]([C:18]([O:20]C)=[O:19])[CH2:7]1.Cl. Given the product [C:14]([O:13][C:11]([N:9]1[CH2:10][C@H:6]([O:5][CH3:4])[CH2:7][C@@H:8]1[C:18]([OH:20])=[O:19])=[O:12])([CH3:17])([CH3:16])[CH3:15], predict the reactants needed to synthesize it. (8) The reactants are: [C:1]([O:4][CH2:5][O:6][C:7](=[O:36])[C:8]1[CH:13]=[CH:12][CH:11]=[C:10]([CH2:14][CH:15]([NH:29][C:30](=[O:33])[CH2:31][CH3:32])[B:16]2OC3C(C)(C4CC(C3)C4(C)C)[O:17]2)[C:9]=1[O:34]C)(=[O:3])[CH3:2].[Cl-].[Al+3].[Cl-].[Cl-]. Given the product [C:1]([O:4][CH2:5][O:6][C:7]([C:8]1[C:9]2[O:34][B:16]([OH:17])[C@@H:15]([NH:29][C:30](=[O:33])[CH2:31][CH3:32])[CH2:14][C:10]=2[CH:11]=[CH:12][CH:13]=1)=[O:36])(=[O:3])[CH3:2], predict the reactants needed to synthesize it.